Dataset: Peptide-MHC class I binding affinity with 185,985 pairs from IEDB/IMGT. Task: Regression. Given a peptide amino acid sequence and an MHC pseudo amino acid sequence, predict their binding affinity value. This is MHC class I binding data. (1) The peptide sequence is LANTNFFVF. The MHC is HLA-B15:01 with pseudo-sequence HLA-B15:01. The binding affinity (normalized) is 0.738. (2) The peptide sequence is SLAIDAYPL. The MHC is HLA-A31:01 with pseudo-sequence HLA-A31:01. The binding affinity (normalized) is 0.0847. (3) The peptide sequence is RPGPVKFSL. The MHC is HLA-A02:03 with pseudo-sequence HLA-A02:03. The binding affinity (normalized) is 0.0847. (4) The peptide sequence is SGPGTRYPM. The MHC is Mamu-A02 with pseudo-sequence Mamu-A02. The binding affinity (normalized) is 0.125. (5) The peptide sequence is SRSKPAAMY. The MHC is HLA-B08:03 with pseudo-sequence HLA-B08:03. The binding affinity (normalized) is 0.0847. (6) The peptide sequence is YERMCNILKG. The MHC is HLA-B40:01 with pseudo-sequence HLA-B40:01. The binding affinity (normalized) is 0.288. (7) The peptide sequence is SVFHEHIFK. The MHC is HLA-B07:02 with pseudo-sequence HLA-B07:02. The binding affinity (normalized) is 0.0847.